This data is from Catalyst prediction with 721,799 reactions and 888 catalyst types from USPTO. The task is: Predict which catalyst facilitates the given reaction. (1) Reactant: [N+:1]([C:4]1[C:5]2[C:9]([CH:10]=[C:11]([C:13]3[CH:18]=[CH:17][CH:16]=[C:15]([O:19][CH:20]4[CH2:25][CH2:24][CH2:23][CH2:22][O:21]4)[CH:14]=3)[CH:12]=1)=[N:8][N:7]([CH:26]1[CH2:31][CH2:30][CH2:29][CH2:28][O:27]1)[CH:6]=2)([O-])=O. The catalyst class is: 78. Product: [O:27]1[CH2:28][CH2:29][CH2:30][CH2:31][CH:26]1[N:7]1[CH:6]=[C:5]2[C:9]([CH:10]=[C:11]([C:13]3[CH:18]=[CH:17][CH:16]=[C:15]([O:19][CH:20]4[CH2:25][CH2:24][CH2:23][CH2:22][O:21]4)[CH:14]=3)[CH:12]=[C:4]2[NH2:1])=[N:8]1. (2) Reactant: [CH2:1]([NH:3][C:4]([N:6]1[N:10]=[CH:9][C:8]2([CH2:14][CH2:13][CH2:12][CH2:11]2)[CH2:7]1)=[S:5])[CH3:2].[C:15]1(C)C=CC(S(OC)(=O)=O)=CC=1. Product: [CH3:15][S:5][C:4]([N:6]1[N:10]=[CH:9][C:8]2([CH2:14][CH2:13][CH2:12][CH2:11]2)[CH2:7]1)=[N:3][CH2:1][CH3:2]. The catalyst class is: 5. (3) Reactant: [NH2:1][CH2:2][C@@H:3]1[C@H:7]2[O:8][C:9]([CH3:12])([CH3:11])[O:10][C@H:6]2[C@H:5]([N:13]2[C:17]3[N:18]=[CH:19][N:20]=[C:21]([NH2:22])[C:16]=3[CH:15]=[CH:14]2)[CH2:4]1.[CH3:23][C:24](=O)[CH3:25].C(O[BH-](OC(=O)C)OC(=O)C)(=O)C.[Na+]. Product: [CH3:11][C:9]1([CH3:12])[O:8][C@@H:7]2[C@@H:3]([CH2:2][NH:1][CH:24]([CH3:25])[CH3:23])[CH2:4][C@@H:5]([N:13]3[C:17]4[N:18]=[CH:19][N:20]=[C:21]([NH2:22])[C:16]=4[CH:15]=[CH:14]3)[C@@H:6]2[O:10]1. The catalyst class is: 26. (4) Reactant: [CH2:1]([O:3][C:4](=[O:19])[C:5]1[CH:10]=[C:9]([Cl:11])[C:8]([N:12]2[CH2:17][CH2:16][NH:15][C@H:14]([CH3:18])[CH2:13]2)=[N:7][CH:6]=1)[CH3:2].[Cl:20][C:21]1[CH:26]=[C:25](Cl)[N:24]=[CH:23][N:22]=1.C(=O)([O-])[O-].[K+].[K+]. Product: [CH2:1]([O:3][C:4](=[O:19])[C:5]1[CH:10]=[C:9]([Cl:11])[C:8]([N:12]2[CH2:17][CH2:16][N:15]([C:25]3[CH:26]=[C:21]([Cl:20])[N:22]=[CH:23][N:24]=3)[C@H:14]([CH3:18])[CH2:13]2)=[N:7][CH:6]=1)[CH3:2]. The catalyst class is: 44. (5) Reactant: C(N(CC)CC)C.C1(O[C:15](=[O:34])[NH:16][C:17]2[CH:22]=[C:21]([C:23]([CH3:26])([CH3:25])[CH3:24])[CH:20]=[C:19]([NH:27][S:28]([CH3:31])(=[O:30])=[O:29])[C:18]=2[O:32][CH3:33])C=CC=CC=1.[NH2:35][C:36]1[C:45]2[C:40](=[CH:41][CH:42]=[CH:43][CH:44]=2)[C:39]([O:46][C:47]2[CH:52]=[CH:51][N:50]=[C:49]([NH:53][C:54]3[CH:55]=[C:56]([CH:68]=[C:69]([C:71]#[CH:72])[CH:70]=3)[C:57]([NH:59][CH2:60][CH2:61][N:62]3[CH2:67][CH2:66][O:65][CH2:64][CH2:63]3)=[O:58])[N:48]=2)=[CH:38][CH:37]=1. Product: [C:23]([C:21]1[CH:20]=[C:19]([NH:27][S:28]([CH3:31])(=[O:29])=[O:30])[C:18]([O:32][CH3:33])=[C:17]([NH:16][C:15](=[O:34])[NH:35][C:36]2[C:45]3[C:40](=[CH:41][CH:42]=[CH:43][CH:44]=3)[C:39]([O:46][C:47]3[CH:52]=[CH:51][N:50]=[C:49]([NH:53][C:54]4[CH:55]=[C:56]([CH:68]=[C:69]([C:71]#[CH:72])[CH:70]=4)[C:57]([NH:59][CH2:60][CH2:61][N:62]4[CH2:67][CH2:66][O:65][CH2:64][CH2:63]4)=[O:58])[N:48]=3)=[CH:38][CH:37]=2)[CH:22]=1)([CH3:26])([CH3:25])[CH3:24]. The catalyst class is: 480. (6) Reactant: [CH3:1][C:2]1[N:3]=[C:4]([CH2:7][N:8]2[C:13]3[CH:14]=[C:15]([C:17]4[CH:22]=[CH:21][CH:20]=[CH:19][CH:18]=4)[S:16][C:12]=3[C:11](=[O:23])[N:10]([CH:24]3[CH2:29][CH2:28][N:27](C(OC(C)(C)C)=O)[CH2:26][CH2:25]3)[C:9]2=[O:37])[S:5][CH:6]=1.[ClH:38]. Product: [ClH:38].[CH3:1][C:2]1[N:3]=[C:4]([CH2:7][N:8]2[C:13]3[CH:14]=[C:15]([C:17]4[CH:18]=[CH:19][CH:20]=[CH:21][CH:22]=4)[S:16][C:12]=3[C:11](=[O:23])[N:10]([CH:24]3[CH2:29][CH2:28][NH:27][CH2:26][CH2:25]3)[C:9]2=[O:37])[S:5][CH:6]=1. The catalyst class is: 12.